This data is from Forward reaction prediction with 1.9M reactions from USPTO patents (1976-2016). The task is: Predict the product of the given reaction. Given the reactants [H-].[Na+].[S:3]1(=[O:10])(=[O:9])[CH2:8][CH2:7][CH2:6][CH2:5][NH:4]1.F[C:12]1[CH:19]=[CH:18][CH:17]=[CH:16][C:13]=1[C:14]#[N:15], predict the reaction product. The product is: [O:9]=[S:3]1(=[O:10])[CH2:8][CH2:7][CH2:6][CH2:5][N:4]1[C:12]1[CH:19]=[CH:18][CH:17]=[CH:16][C:13]=1[C:14]#[N:15].